Dataset: Full USPTO retrosynthesis dataset with 1.9M reactions from patents (1976-2016). Task: Predict the reactants needed to synthesize the given product. Given the product [C:1]([N:13]1[C:12]2[CH:17]=[C:8]([N+:5]([O-:7])=[O:6])[CH:9]=[CH:10][C:11]=2[O:16][CH2:15][CH2:14]1)(=[O:3])[CH3:2], predict the reactants needed to synthesize it. The reactants are: [C:1](Cl)(=[O:3])[CH3:2].[N+:5]([C:8]1[CH:9]=[CH:10][C:11]2[O:16][CH2:15][CH2:14][NH:13][C:12]=2[CH:17]=1)([O-:7])=[O:6].C([O-])(O)=O.[Na+].